From a dataset of Reaction yield outcomes from USPTO patents with 853,638 reactions. Predict the reaction yield, written as a fraction of the theoretical maximum amount of product (1.0 means a 100% yield; for example, 0.34 means a 34% yield). (1) The reactants are [Br:1][C:2]1[CH:9]=[C:8]([O:10]C)[CH:7]=[C:6]([O:12]C)[C:3]=1[CH:4]=[O:5].B(Br)(Br)Br. The catalyst is ClCCl. The product is [Br:1][C:2]1[CH:9]=[C:8]([OH:10])[CH:7]=[C:6]([OH:12])[C:3]=1[CH:4]=[O:5]. The yield is 0.940. (2) The reactants are Cl[C:2]1[N:7]=[CH:6][C:5]([C:8]2[NH:12][C:11]3[CH:13]=[CH:14][CH:15]=[CH:16][C:10]=3[N:9]=2)=[CH:4][CH:3]=1.[NH:17]1[CH2:22][CH2:21][NH:20][CH2:19][CH2:18]1. The catalyst is CN1CCCC1=O. The product is [N:17]1([C:2]2[N:7]=[CH:6][C:5]([C:8]3[NH:12][C:11]4[CH:13]=[CH:14][CH:15]=[CH:16][C:10]=4[N:9]=3)=[CH:4][CH:3]=2)[CH2:22][CH2:21][NH:20][CH2:19][CH2:18]1. The yield is 0.930. (3) The catalyst is CN(C)C=O.C(OCC)C. The product is [N:1]([CH2:10][CH2:11][CH2:12][C:13]1([O:19][Si:20]([C:23]([CH3:24])([CH3:26])[CH3:25])([CH3:21])[CH3:22])[CH2:14][CH2:15][CH2:16][CH2:17][CH2:18]1)=[N+:2]=[N-:3]. The yield is 0.950. The reactants are [N-:1]=[N+:2]=[N-:3].[Na+].CS(O[CH2:10][CH2:11][CH2:12][C:13]1([O:19][Si:20]([C:23]([CH3:26])([CH3:25])[CH3:24])([CH3:22])[CH3:21])[CH2:18][CH2:17][CH2:16][CH2:15][CH2:14]1)(=O)=O.